This data is from Full USPTO retrosynthesis dataset with 1.9M reactions from patents (1976-2016). The task is: Predict the reactants needed to synthesize the given product. (1) Given the product [CH2:17]([N:12]1[C:11]([CH2:10][CH2:9][OH:8])=[CH:15][C:14]([CH3:16])=[N:13]1)[C:18]1[CH:19]=[CH:20][CH:21]=[CH:22][CH:23]=1, predict the reactants needed to synthesize it. The reactants are: [H-].[H-].[H-].[H-].[Li+].[Al+3].C[O:8][C:9](=O)[CH2:10][C:11]1[N:12]([CH2:17][C:18]2[CH:23]=[CH:22][CH:21]=[CH:20][CH:19]=2)[N:13]=[C:14]([CH3:16])[CH:15]=1.[OH-].[Na+].S([O-])([O-])(=O)=O.[Na+].[Na+]. (2) Given the product [ClH:33].[ClH:33].[CH2:14]([N:3]([CH2:1][CH3:2])[C:4]1[CH:5]=[CH:6][C:7]([NH2:11])=[C:8]([CH3:10])[N:9]=1)[CH3:15], predict the reactants needed to synthesize it. The reactants are: [CH2:1]([N:3]([CH2:14][CH3:15])[C:4]1[N:9]=[C:8]([CH3:10])[C:7]([N+:11]([O-])=O)=[CH:6][CH:5]=1)[CH3:2].CO.C(N(C1C=CN=C(C)C=1[N+]([O-])=O)CC)C.[ClH:33].